From a dataset of Forward reaction prediction with 1.9M reactions from USPTO patents (1976-2016). Predict the product of the given reaction. (1) Given the reactants [CH2:1]([O:3][C:4]([N:6]1[CH:15]2[CH2:16][CH2:17][CH:7]1[C:8]1[CH:9]=[C:10]([NH2:18])[CH:11]=[CH:12][C:13]=1[CH2:14]2)=[O:5])[CH3:2].Cl[C:20]1[N:25]=[C:24]([NH:26][C:27]2[CH:36]=[CH:35][CH:34]=[CH:33][C:28]=2[C:29]([NH:31][CH3:32])=[O:30])[C:23]([Cl:37])=[CH:22][N:21]=1.Cl.C([O-])(O)=O.[Na+], predict the reaction product. The product is: [CH2:1]([O:3][C:4]([N:6]1[CH:15]2[CH2:16][CH2:17][CH:7]1[C:8]1[CH:9]=[C:10]([NH:18][C:20]3[N:25]=[C:24]([NH:26][C:27]4[CH:36]=[CH:35][CH:34]=[CH:33][C:28]=4[C:29](=[O:30])[NH:31][CH3:32])[C:23]([Cl:37])=[CH:22][N:21]=3)[CH:11]=[CH:12][C:13]=1[CH2:14]2)=[O:5])[CH3:2]. (2) Given the reactants [Br:1][C:2]1[CH:7]=[C:6]([O:8]C)[C:5]([C:10]2[N:15]=[N:14][C:13]([N:16]([CH3:27])[CH:17]3[CH2:22][C:21]([CH3:24])([CH3:23])[NH:20][C:19]([CH3:26])([CH3:25])[CH2:18]3)=[CH:12][CH:11]=2)=[C:4]([F:28])[CH:3]=1.Cl.N1C=CC=CC=1, predict the reaction product. The product is: [Br:1][C:2]1[CH:3]=[C:4]([F:28])[C:5]([C:10]2[N:15]=[N:14][C:13]([N:16]([CH3:27])[CH:17]3[CH2:18][C:19]([CH3:25])([CH3:26])[NH:20][C:21]([CH3:24])([CH3:23])[CH2:22]3)=[CH:12][CH:11]=2)=[C:6]([OH:8])[CH:7]=1. (3) Given the reactants [O:1]1[C:5]2[CH:6]=[CH:7][C:8]([C:10]([OH:12])=O)=[CH:9][C:4]=2[O:3][CH2:2]1.[NH2:13][C@H:14]([CH:19]([CH3:21])[CH3:20])[C:15]([O:17][CH3:18])=[O:16], predict the reaction product. The product is: [O:3]1[C:4]2[CH:9]=[C:8]([C:10]([NH:13][C@H:14]([CH:19]([CH3:21])[CH3:20])[C:15]([O:17][CH3:18])=[O:16])=[O:12])[CH:7]=[CH:6][C:5]=2[O:1][CH2:2]1.